Dataset: Reaction yield outcomes from USPTO patents with 853,638 reactions. Task: Predict the reaction yield, written as a fraction of the theoretical maximum amount of product (1.0 means a 100% yield; for example, 0.34 means a 34% yield). The reactants are [C:1]([O:5][C:6]([NH:8][C@@H:9]1[CH2:14][C@H:13]([NH:15][C:16]([O:18][C:19]([CH3:22])([CH3:21])[CH3:20])=[O:17])[CH2:12][N:11]([C:23]2[C:32]([N:33]3[CH2:38][C@@H:37]([NH:39][C:40]([O:42][C:43]([CH3:46])([CH3:45])[CH3:44])=[O:41])[CH2:36][C@@H:35]([NH:47][C:48]([O:50][C:51]([CH3:54])([CH3:53])[CH3:52])=[O:49])[CH2:34]3)=[N:31][C:30]3[C:25](=[CH:26][CH:27]=[C:28]([NH:55][C:56](=[O:66])[C:57]4[CH:62]=[CH:61][C:60]([N+:63]([O-])=O)=[CH:59][CH:58]=4)[CH:29]=3)[N:24]=2)[CH2:10]1)=[O:7])([CH3:4])([CH3:3])[CH3:2].NN. The catalyst is CCOC(C)=O.CO.[Ni]. The product is [NH2:63][C:60]1[CH:61]=[CH:62][C:57]([C:56]([NH:55][C:28]2[CH:29]=[C:30]3[C:25](=[CH:26][CH:27]=2)[N:24]=[C:23]([N:11]2[CH2:10][C@@H:9]([NH:8][C:6]([O:5][C:1]([CH3:4])([CH3:2])[CH3:3])=[O:7])[CH2:14][C@@H:13]([NH:15][C:16]([O:18][C:19]([CH3:22])([CH3:21])[CH3:20])=[O:17])[CH2:12]2)[C:32]([N:33]2[CH2:38][C@@H:37]([NH:39][C:40]([O:42][C:43]([CH3:45])([CH3:44])[CH3:46])=[O:41])[CH2:36][C@@H:35]([NH:47][C:48]([O:50][C:51]([CH3:54])([CH3:53])[CH3:52])=[O:49])[CH2:34]2)=[N:31]3)=[O:66])=[CH:58][CH:59]=1. The yield is 0.990.